This data is from Full USPTO retrosynthesis dataset with 1.9M reactions from patents (1976-2016). The task is: Predict the reactants needed to synthesize the given product. Given the product [CH:12]1([C:18]2[NH:11][S:8](=[O:9])(=[O:10])[C:3]3[CH:4]=[CH:5][CH:6]=[CH:7][C:2]=3[N:1]=2)[CH2:17][CH2:16][CH2:15][CH2:14][CH2:13]1, predict the reactants needed to synthesize it. The reactants are: [NH2:1][C:2]1[CH:7]=[CH:6][CH:5]=[CH:4][C:3]=1[S:8]([NH2:11])(=[O:10])=[O:9].[CH:12]1([C:18](Cl)=O)[CH2:17][CH2:16][CH2:15][CH2:14][CH2:13]1.